Task: Predict the reaction yield, written as a fraction of the theoretical maximum amount of product (1.0 means a 100% yield; for example, 0.34 means a 34% yield).. Dataset: Reaction yield outcomes from USPTO patents with 853,638 reactions (1) The reactants are Br[C:2]1[S:6][C:5]([NH:7][C:8]([NH2:10])=[O:9])=[C:4]([C:11]([NH2:13])=[O:12])[CH:3]=1.C(N(CC)CC)C.[C:21]1([C:27]#[CH:28])[CH:26]=[CH:25][CH:24]=[CH:23][CH:22]=1.O. The catalyst is CN(C=O)C.[Cu]I.C([O-])(=O)C.[Pd+2].C([O-])(=O)C.C(OCC)(=O)C. The product is [C:21]1([C:27]#[C:28][C:2]2[S:6][C:5]([NH:7][C:8]([NH2:10])=[O:9])=[C:4]([C:11]([NH2:13])=[O:12])[CH:3]=2)[CH:26]=[CH:25][CH:24]=[CH:23][CH:22]=1. The yield is 0.180. (2) The reactants are [C:1]([O:5][C:6]([N:8]1[CH2:13][CH2:12][NH:11][CH:10]([CH3:14])[CH2:9]1)=[O:7])([CH3:4])([CH3:3])[CH3:2].Br[C:16]1[CH:21]=[CH:20][C:19]([Cl:22])=[CH:18][CH:17]=1.CC(C)([O-])C.[Na+].C1C=CC(P(C2C(C3C(P(C4C=CC=CC=4)C4C=CC=CC=4)=CC=C4C=3C=CC=C4)=C3C(C=CC=C3)=CC=2)C2C=CC=CC=2)=CC=1. The catalyst is C(=CC(C=CC1C=CC=CC=1)=O)C1C=CC=CC=1.[Pd+2]. The product is [C:1]([O:5][C:6]([N:8]1[CH2:13][CH2:12][N:11]([C:16]2[CH:21]=[CH:20][C:19]([Cl:22])=[CH:18][CH:17]=2)[CH:10]([CH3:14])[CH2:9]1)=[O:7])([CH3:4])([CH3:2])[CH3:3]. The yield is 0.680. (3) The reactants are [F:1][C:2]([F:36])([F:35])[C:3]1[CH:4]=[C:5]([C:13]([CH3:34])([CH3:33])[C:14]([N:16]([C:18]2[CH:19]=[N:20][C:21](Cl)=[CH:22][C:23]=2[C:24]2[CH:29]=[CH:28][C:27]([F:30])=[CH:26][C:25]=2[CH3:31])[CH3:17])=[O:15])[CH:6]=[C:7]([C:9]([F:12])([F:11])[F:10])[CH:8]=1.[CH3:37][C:38]([O:41][C:42]([NH:44][C@H:45]([CH2:50][C:51]#[CH:52])[C:46]([O:48][CH3:49])=[O:47])=[O:43])([CH3:40])[CH3:39].C(NC(C)C)(C)C. The catalyst is C(N(CC)CC)C.O.Cl[Pd](Cl)([P](C1C=CC=CC=1)(C1C=CC=CC=1)C1C=CC=CC=1)[P](C1C=CC=CC=1)(C1C=CC=CC=1)C1C=CC=CC=1.[Cu]I.C1(P(C2C=CC=CC=2)C2C=CC=CC=2)C=CC=CC=1. The product is [F:1][C:2]([F:36])([F:35])[C:3]1[CH:4]=[C:5]([C:13]([CH3:34])([CH3:33])[C:14]([N:16]([CH3:17])[C:18]2[C:23]([C:24]3[CH:29]=[CH:28][C:27]([F:30])=[CH:26][C:25]=3[CH3:31])=[CH:22][C:21]([C:52]#[C:51][CH2:50][C@@H:45]([NH:44][C:42]([O:41][C:38]([CH3:40])([CH3:39])[CH3:37])=[O:43])[C:46]([O:48][CH3:49])=[O:47])=[N:20][CH:19]=2)=[O:15])[CH:6]=[C:7]([C:9]([F:12])([F:11])[F:10])[CH:8]=1. The yield is 0.561. (4) The reactants are Cl[CH2:2][C:3]1[CH:8]=[CH:7][C:6]([CH:9]=[CH2:10])=[CH:5][CH:4]=1.[C:11]1(=[O:21])[NH:15][C:14](=[O:16])[C:13]2=[CH:17][CH:18]=[CH:19][CH:20]=[C:12]12.[K]. The catalyst is CN(C=O)C.O. The product is [CH:9]([C:6]1[CH:7]=[CH:8][C:3]([CH2:2][N:15]2[C:11](=[O:21])[C:12]3[C:13](=[CH:17][CH:18]=[CH:19][CH:20]=3)[C:14]2=[O:16])=[CH:4][CH:5]=1)=[CH2:10]. The yield is 0.460.